This data is from Reaction yield outcomes from USPTO patents with 853,638 reactions. The task is: Predict the reaction yield, written as a fraction of the theoretical maximum amount of product (1.0 means a 100% yield; for example, 0.34 means a 34% yield). The reactants are [N:1]([C:4]1[C:5]2[NH:12][CH:11]=[C:10]([C@@H:13]3[N:17]([C:18]([O:20][C:21]([CH3:24])([CH3:23])[CH3:22])=[O:19])[C@H:16]([CH2:25][O:26][C:27](=[O:41])[C@@H:28]([NH:33][C:34]([O:36][C:37]([CH3:40])([CH3:39])[CH3:38])=[O:35])[C@@H:29]([CH3:32])[CH2:30][CH3:31])[C@H:15]4[O:42][C:43]([CH3:46])([CH3:45])[O:44][C@@H:14]34)[C:6]=2[N:7]=[CH:8][N:9]=1)=[N+]=[N-].C(OC(=O)C)C.CO. The catalyst is CO.[Pd]. The product is [NH2:1][C:4]1[C:5]2[NH:12][CH:11]=[C:10]([C@@H:13]3[N:17]([C:18]([O:20][C:21]([CH3:24])([CH3:23])[CH3:22])=[O:19])[C@H:16]([CH2:25][O:26][C:27](=[O:41])[C@@H:28]([NH:33][C:34]([O:36][C:37]([CH3:40])([CH3:39])[CH3:38])=[O:35])[C@@H:29]([CH3:32])[CH2:30][CH3:31])[C@H:15]4[O:42][C:43]([CH3:45])([CH3:46])[O:44][C@@H:14]34)[C:6]=2[N:7]=[CH:8][N:9]=1. The yield is 0.700.